Dataset: Reaction yield outcomes from USPTO patents with 853,638 reactions. Task: Predict the reaction yield, written as a fraction of the theoretical maximum amount of product (1.0 means a 100% yield; for example, 0.34 means a 34% yield). (1) The reactants are [N:1]1[C:6]2[NH:7][CH:8]=[CH:9][C:5]=2[CH:4]=[C:3]([C:10]#[C:11][CH2:12][CH2:13][C:14]2[S:18][C:17]([NH2:19])=[N:16][N:15]=2)[N:2]=1. The catalyst is [Pd].CC(O)=O. The product is [N:1]1[C:6]2[NH:7][CH:8]=[CH:9][C:5]=2[CH:4]=[C:3]([CH2:10][CH2:11][CH2:12][CH2:13][C:14]2[S:18][C:17]([NH2:19])=[N:16][N:15]=2)[N:2]=1. The yield is 0.920. (2) The catalyst is C(Cl)(Cl)Cl.CN(C1C=CN=CC=1)C. The reactants are COC1C=CC(C=O)=C([O:11][CH2:12][C:13]2[CH:18]=[C:17]([O:19][CH2:20][CH2:21][CH2:22][CH2:23][CH2:24][CH2:25][CH2:26][CH2:27][CH2:28][CH2:29][CH2:30][CH2:31][CH2:32][CH2:33][CH2:34][CH2:35][CH2:36][CH3:37])[C:16]([O:38][CH2:39][CH2:40][CH2:41][CH2:42][CH2:43][CH2:44][CH2:45][CH2:46][CH2:47][CH2:48][CH2:49][CH2:50][CH2:51][CH2:52][CH2:53][CH2:54][CH2:55][CH3:56])=[C:15]([O:57][CH2:58][CH2:59][CH2:60][CH2:61][CH2:62][CH2:63][CH2:64][CH2:65][CH2:66][CH2:67][CH2:68][CH2:69][CH2:70][CH2:71][CH2:72][CH2:73][CH2:74][CH3:75])[CH:14]=2)C=1.N1C=CC=CC=1.[C:82]1([CH3:92])[CH:87]=[CH:86][C:85]([S:88](Cl)(=[O:90])=[O:89])=[CH:84][CH:83]=1. The yield is 0.960. The product is [S:88]([C:85]1[CH:86]=[CH:87][C:82]([CH3:92])=[CH:83][CH:84]=1)([O:11][CH2:12][CH:13]1[CH2:14][CH:15]([O:57][CH2:58][CH2:59][CH2:60][CH2:61][CH2:62][CH2:63][CH2:64][CH2:65][CH2:66][CH2:67][CH2:68][CH2:69][CH2:70][CH2:71][CH2:72][CH2:73][CH2:74][CH3:75])[CH:16]([O:38][CH2:39][CH2:40][CH2:41][CH2:42][CH2:43][CH2:44][CH2:45][CH2:46][CH2:47][CH2:48][CH2:49][CH2:50][CH2:51][CH2:52][CH2:53][CH2:54][CH2:55][CH3:56])[CH:17]([O:19][CH2:20][CH2:21][CH2:22][CH2:23][CH2:24][CH2:25][CH2:26][CH2:27][CH2:28][CH2:29][CH2:30][CH2:31][CH2:32][CH2:33][CH2:34][CH2:35][CH2:36][CH3:37])[CH2:18]1)(=[O:90])=[O:89].